This data is from NCI-60 drug combinations with 297,098 pairs across 59 cell lines. The task is: Regression. Given two drug SMILES strings and cell line genomic features, predict the synergy score measuring deviation from expected non-interaction effect. Drug 1: C1=NC2=C(N=C(N=C2N1C3C(C(C(O3)CO)O)F)Cl)N. Drug 2: CNC(=O)C1=NC=CC(=C1)OC2=CC=C(C=C2)NC(=O)NC3=CC(=C(C=C3)Cl)C(F)(F)F. Cell line: M14. Synergy scores: CSS=4.74, Synergy_ZIP=-0.892, Synergy_Bliss=0.567, Synergy_Loewe=-7.32, Synergy_HSA=-1.67.